This data is from Peptide-MHC class I binding affinity with 185,985 pairs from IEDB/IMGT. The task is: Regression. Given a peptide amino acid sequence and an MHC pseudo amino acid sequence, predict their binding affinity value. This is MHC class I binding data. (1) The peptide sequence is DQIENIAKL. The MHC is H-2-Db with pseudo-sequence H-2-Db. The binding affinity (normalized) is 0.333. (2) The peptide sequence is SGLSEEEVR. The MHC is HLA-A33:01 with pseudo-sequence HLA-A33:01. The binding affinity (normalized) is 0.116. (3) The peptide sequence is FPVRPQVPL. The MHC is HLA-B51:01 with pseudo-sequence HLA-B51:01. The binding affinity (normalized) is 0.379. (4) The peptide sequence is WAIQCYTGV. The MHC is HLA-B46:01 with pseudo-sequence HLA-B46:01. The binding affinity (normalized) is 0.0847. (5) The peptide sequence is SLGQHIYET. The MHC is HLA-A02:03 with pseudo-sequence HLA-A02:03. The binding affinity (normalized) is 0.820.